The task is: Predict which catalyst facilitates the given reaction.. This data is from Catalyst prediction with 721,799 reactions and 888 catalyst types from USPTO. Reactant: [Br:1][C:2]1[C:7]2[CH:8]=[CH:9][S:10][C:6]=2[CH:5]=[CH:4][CH:3]=1.[CH3:11][O:12]C(Cl)Cl.C([O-])(O)=O.[Na+]. Product: [Br:1][C:2]1[C:7]2[C:8]([CH:11]=[O:12])=[CH:9][S:10][C:6]=2[CH:5]=[CH:4][CH:3]=1. The catalyst class is: 642.